From a dataset of Catalyst prediction with 721,799 reactions and 888 catalyst types from USPTO. Predict which catalyst facilitates the given reaction. (1) Reactant: [CH3:1][C:2]1[C:10]2[C:9]([S:11][CH2:12][C:13]([OH:15])=O)=[N:8][CH:7]=[N:6][C:5]=2[S:4][C:3]=1[CH3:16].[CH3:17][O:18][CH2:19][CH2:20][NH2:21].CN(C(ON1N=NC2C=CC=NC1=2)=[N+](C)C)C.F[P-](F)(F)(F)(F)F.C(N(CC)C(C)C)(C)C. Product: [CH3:1][C:2]1[C:10]2[C:9]([S:11][CH2:12][C:13]([NH:21][CH2:20][CH2:19][O:18][CH3:17])=[O:15])=[N:8][CH:7]=[N:6][C:5]=2[S:4][C:3]=1[CH3:16]. The catalyst class is: 18. (2) Reactant: [F:1][C:2]1[CH:19]=[C:18](I)[CH:17]=[CH:16][C:3]=1[NH:4][C:5]1[C:6]([C:13]([NH2:15])=[O:14])=[CH:7][N:8]([CH3:12])[C:9](=[O:11])[CH:10]=1.[CH2:21]([OH:24])[C:22]#[CH:23]. Product: [F:1][C:2]1[CH:19]=[C:18]([C:23]#[C:22][CH2:21][OH:24])[CH:17]=[CH:16][C:3]=1[NH:4][C:5]1[C:6]([C:13]([NH2:15])=[O:14])=[CH:7][N:8]([CH3:12])[C:9](=[O:11])[CH:10]=1. The catalyst class is: 654. (3) Reactant: [C:1]([NH:9][C:10]1[CH:15]=[CH:14][C:13]([N+:16]([O-])=O)=[CH:12][C:11]=1[NH:19][C:20](=[O:26])[O:21][C:22]([CH3:25])([CH3:24])[CH3:23])(=[O:8])[C:2]1[CH:7]=[CH:6][CH:5]=[CH:4][CH:3]=1.[Cl-].[NH4+]. Product: [NH2:16][C:13]1[CH:14]=[CH:15][C:10]([NH:9][C:1](=[O:8])[C:2]2[CH:3]=[CH:4][CH:5]=[CH:6][CH:7]=2)=[C:11]([NH:19][C:20](=[O:26])[O:21][C:22]([CH3:23])([CH3:24])[CH3:25])[CH:12]=1. The catalyst class is: 292. (4) Reactant: [Cl:1][C:2]1[CH:3]=[C:4]([NH2:15])[C:5]([NH:8][CH2:9][CH2:10][C:11]([F:14])([F:13])[F:12])=[CH:6][CH:7]=1.[C:16](O)(=O)[C@H:17]([CH3:19])[OH:18].N. Product: [Cl:1][C:2]1[CH:7]=[CH:6][C:5]2[N:8]([CH2:9][CH2:10][C:11]([F:12])([F:14])[F:13])[C:16]([C@@H:17]([OH:18])[CH3:19])=[N:15][C:4]=2[CH:3]=1. The catalyst class is: 33. (5) Product: [CH2:1]([O:3][C:4]([C:6]1([C:9]2[CH:14]=[CH:13][C:12]([C:15]3[CH:20]=[CH:19][C:18]([C:21]4[S:22][C:23]([Cl:29])=[CH:24][C:25]=4[NH:30][C:35]([O:64][CH:62]([C:59]4[CH:60]=[CH:61][S:57][CH:58]=4)[CH3:63])=[O:39])=[CH:17][N:16]=3)=[CH:11][CH:10]=2)[CH2:7][CH2:8]1)=[O:5])[CH3:2]. Reactant: [CH2:1]([O:3][C:4]([C:6]1([C:9]2[CH:14]=[CH:13][C:12]([C:15]3[CH:20]=[CH:19][C:18]([C:21]4[S:22][C:23]([Cl:29])=[CH:24][C:25]=4C(=O)N)=[CH:17][N:16]=3)=[CH:11][CH:10]=2)[CH2:8][CH2:7]1)=[O:5])[CH3:2].[N:30]1[CH:35]=CC=CC=1.FC(F)(F)C(OI(C1C=CC=CC=1)OC(=O)C(F)(F)F)=[O:39].[S:57]1[CH:61]=[CH:60][C:59]([CH:62]([OH:64])[CH3:63])=[CH:58]1. The catalyst class is: 727. (6) Reactant: [Si:1]([O:8][C@@H:9]1[CH2:14][CH2:13][C:12](=[O:15])[N:11]([CH2:16][C:17]2[CH:22]=[CH:21][C:20]([O:23][CH3:24])=[CH:19][CH:18]=2)[C:10]1=[O:25])([C:4]([CH3:7])([CH3:6])[CH3:5])([CH3:3])[CH3:2].CO.[BH4-].[Na+]. Product: [Si:1]([O:8][C@H:9]1[CH:10]([OH:25])[N:11]([CH2:16][C:17]2[CH:22]=[CH:21][C:20]([O:23][CH3:24])=[CH:19][CH:18]=2)[C:12](=[O:15])[CH2:13][CH2:14]1)([C:4]([CH3:7])([CH3:6])[CH3:5])([CH3:3])[CH3:2]. The catalyst class is: 4. (7) Reactant: C([O:3][C:4](=O)[CH2:5][C:6]1[N:10]([CH2:11][C:12]2[CH:17]=[CH:16][CH:15]=[CH:14][C:13]=2[Cl:18])[C:9]([C:19]2[N:20]=[N:21][N:22]([CH2:30][C:31]3[CH:36]=[C:35]([C:37]([F:40])([F:39])[F:38])[CH:34]=[C:33]([C:41]([F:44])([F:43])[F:42])[CH:32]=3)[C:23]=2[C:24]2[CH:29]=[CH:28][CH:27]=[CH:26][CH:25]=2)=[N:8][N:7]=1)C.[H-].[H-].[H-].[H-].[Li+].[Al+3]. Product: [F:44][C:41]([F:42])([F:43])[C:33]1[CH:32]=[C:31]([CH:36]=[C:35]([C:37]([F:40])([F:39])[F:38])[CH:34]=1)[CH2:30][N:22]1[C:23]([C:24]2[CH:25]=[CH:26][CH:27]=[CH:28][CH:29]=2)=[C:19]([C:9]2[N:10]([CH2:11][C:12]3[CH:17]=[CH:16][CH:15]=[CH:14][C:13]=3[Cl:18])[C:6]([CH2:5][CH2:4][OH:3])=[N:7][N:8]=2)[N:20]=[N:21]1. The catalyst class is: 1. (8) Reactant: [CH3:1][C:2]1[C:7]([CH:8]=[O:9])=[CH:6][CH:5]=[C:4]([C:10]2[CH:15]=[CH:14][CH:13]=[C:12]([C:16]([F:19])([F:18])[F:17])[CH:11]=2)[N:3]=1.C[Mg]Cl. Product: [CH3:1][C:2]1[C:7]([CH2:8][OH:9])=[CH:6][CH:5]=[C:4]([C:10]2[CH:15]=[CH:14][CH:13]=[C:12]([C:16]([F:18])([F:17])[F:19])[CH:11]=2)[N:3]=1. The catalyst class is: 1. (9) Reactant: O=P12OP3(OP(OP(O3)(O1)=O)(=O)O2)=O.[CH3:15][C:16]([CH3:34])([CH3:33])[C:17]([NH:19][NH:20][C:21](=[O:32])[C:22]1[CH:27]=[CH:26][C:25]([N+:28]([O-:30])=[O:29])=[C:24]([CH3:31])[CH:23]=1)=O. Product: [CH3:15][C:16]([C:17]1[O:32][C:21]([C:22]2[CH:27]=[CH:26][C:25]([N+:28]([O-:30])=[O:29])=[C:24]([CH3:31])[CH:23]=2)=[N:20][N:19]=1)([CH3:34])[CH3:33]. The catalyst class is: 11. (10) Reactant: [O:1]1[C:5]2([CH2:10][CH2:9][C:8](=O)[CH2:7][CH2:6]2)[O:4][CH2:3][CH2:2]1.Cl.[NH2:13][OH:14].C(N(CC)CC)C. Product: [O:1]1[C:5]2([CH2:10][CH2:9][C:8](=[N:13][OH:14])[CH2:7][CH2:6]2)[O:4][CH2:3][CH2:2]1. The catalyst class is: 5.